Dataset: Peptide-MHC class II binding affinity with 134,281 pairs from IEDB. Task: Regression. Given a peptide amino acid sequence and an MHC pseudo amino acid sequence, predict their binding affinity value. This is MHC class II binding data. (1) The peptide sequence is AFKVAATAANAAPANY. The MHC is DRB1_0701 with pseudo-sequence DRB1_0701. The binding affinity (normalized) is 0.899. (2) The peptide sequence is LKRLWKMLDPRQGLA. The MHC is DRB1_0701 with pseudo-sequence DRB1_0701. The binding affinity (normalized) is 0.506. (3) The peptide sequence is DVVPEKYTIGATYAP. The MHC is DRB1_1201 with pseudo-sequence DRB1_1201. The binding affinity (normalized) is 0.233. (4) The peptide sequence is HHLVEFEPPHAATIR. The MHC is DRB1_0401 with pseudo-sequence DRB1_0401. The binding affinity (normalized) is 0.101. (5) The peptide sequence is QKYVNNTATLLMTSL. The MHC is DRB3_0101 with pseudo-sequence DRB3_0101. The binding affinity (normalized) is 0.626. (6) The peptide sequence is MVSRLLLNRFTMTHRR. The MHC is DRB1_0404 with pseudo-sequence DRB1_0404. The binding affinity (normalized) is 0.356. (7) The peptide sequence is INEPTSAAIAYGLDR. The MHC is HLA-DQA10102-DQB10602 with pseudo-sequence HLA-DQA10102-DQB10602. The binding affinity (normalized) is 0.782.